Dataset: Reaction yield outcomes from USPTO patents with 853,638 reactions. Task: Predict the reaction yield, written as a fraction of the theoretical maximum amount of product (1.0 means a 100% yield; for example, 0.34 means a 34% yield). (1) The reactants are [CH3:1][C:2]1[O:6][C:5](=[O:7])[NH:4][N:3]=1.C[O-].[Na+].Cl[CH2:12][C:13]([C:15]1[CH:20]=[CH:19][C:18]([F:21])=[CH:17][CH:16]=1)=[O:14]. The catalyst is CO.[Br-].C([N+](CCCC)(CCCC)CCCC)CCC.C(Cl)(Cl)Cl. The product is [F:21][C:18]1[CH:19]=[CH:20][C:15]([C:13](=[O:14])[CH2:12][N:4]2[N:3]=[C:2]([CH3:1])[O:6][C:5]2=[O:7])=[CH:16][CH:17]=1. The yield is 1.00. (2) The reactants are [CH3:1][O:2][C:3](=[O:16])[C:4]1[CH:9]=[C:8]([N+:10]([O-:12])=[O:11])[C:7]([NH2:13])=[C:6]([Cl:14])[C:5]=1F.[N-:17]=[N+:18]=[N-:19].[Na+]. The catalyst is CN(C=O)C.[Br-].C([N+](CCCC)(CCCC)CCCC)CCC.CCOC(C)=O. The product is [CH3:1][O:2][C:3](=[O:16])[C:4]1[CH:9]=[C:8]([N+:10]([O-:12])=[O:11])[C:7]([NH2:13])=[C:6]([Cl:14])[C:5]=1[N:17]=[N+:18]=[N-:19]. The yield is 0.950. (3) The reactants are O[C:2]1([C:6]2[CH:11]=[CH:10][N:9]=[CH:8][C:7]=2[NH:12][C:13](=[O:19])[O:14][C:15]([CH3:18])([CH3:17])[CH3:16])[CH2:5][O:4][CH2:3]1.CCN(S(F)(F)[F:26])CC. The catalyst is C(Cl)Cl. The product is [F:26][C:2]1([C:6]2[CH:11]=[CH:10][N:9]=[CH:8][C:7]=2[NH:12][C:13](=[O:19])[O:14][C:15]([CH3:18])([CH3:17])[CH3:16])[CH2:5][O:4][CH2:3]1. The yield is 0.469. (4) The product is [C:1]([O:5][C:6](=[O:23])[N:7]([CH2:13][C:14]1[CH:22]=[CH:21][C:17]2[O:18][CH2:19][O:20][C:16]=2[CH:15]=1)[CH2:8][CH2:9][CH2:10][N:11]([C:35]1[S:34][N:33]=[C:32]([Cl:31])[N:36]=1)[CH3:12])([CH3:4])([CH3:2])[CH3:3]. The yield is 0.940. The reactants are [C:1]([O:5][C:6](=[O:23])[N:7]([CH2:13][C:14]1[CH:22]=[CH:21][C:17]2[O:18][CH2:19][O:20][C:16]=2[CH:15]=1)[CH2:8][CH2:9][CH2:10][NH:11][CH3:12])([CH3:4])([CH3:3])[CH3:2].C(N(CC)CC)C.[Cl:31][C:32]1[N:36]=[C:35](Cl)[S:34][N:33]=1.O. The catalyst is C(Cl)Cl. (5) The reactants are [O:1]1[C:9]2[C:4](=[N:5][CH:6]=[C:7](B(O)O)[CH:8]=2)[O:3][CH2:2]1.[OH:13]O. The catalyst is ClCCl. The product is [O:1]1[C:9]2[C:4](=[N:5][CH:6]=[C:7]([OH:13])[CH:8]=2)[O:3][CH2:2]1. The yield is 0.490. (6) The reactants are [NH2:1][C:2]1[CH:3]=[C:4]2[C:8](=[CH:9][CH:10]=1)[N:7]([CH2:11][C:12]([C:20]1[CH:25]=[CH:24][C:23]([F:26])=[CH:22][C:21]=1[F:27])([OH:19])[CH2:13][N:14]1[CH:18]=[N:17][CH:16]=[N:15]1)[N:6]=[CH:5]2.C(N(CC)C(C)C)(C)C.[CH2:37](Cl)[C:38]1[CH:43]=[CH:42][CH:41]=[CH:40][CH:39]=1. The catalyst is C(#N)C. The product is [CH2:37]([NH:1][C:2]1[CH:3]=[C:4]2[C:8](=[CH:9][CH:10]=1)[N:7]([CH2:11][C:12]([C:20]1[CH:25]=[CH:24][C:23]([F:26])=[CH:22][C:21]=1[F:27])([OH:19])[CH2:13][N:14]1[CH:18]=[N:17][CH:16]=[N:15]1)[N:6]=[CH:5]2)[C:38]1[CH:43]=[CH:42][CH:41]=[CH:40][CH:39]=1. The yield is 0.840. (7) The reactants are [CH3:1][O:2][C:3]1[C:4]([CH3:26])=[C:5]([C:17]([O:24][CH3:25])=[C:18]([O:22][CH3:23])[C:19]=1[O:20][CH3:21])[CH2:6][C:7]1[CH:8]=[CH:9][C:10]([OH:16])=[C:11]([CH:15]=1)[C:12]([OH:14])=[O:13].O.[C:28](OC(=O)C)(=[O:30])[CH3:29]. The yield is 0.680. No catalyst specified. The product is [CH3:1][O:2][C:3]1[C:4]([CH3:26])=[C:5]([C:17]([O:24][CH3:25])=[C:18]([O:22][CH3:23])[C:19]=1[O:20][CH3:21])[CH2:6][C:7]1[CH:8]=[CH:9][C:10]([O:16][C:28](=[O:30])[CH3:29])=[C:11]([CH:15]=1)[C:12]([OH:14])=[O:13]. (8) The reactants are [C:1]([C:5]1[CH:9]=[C:8]([NH:10][C:11]([NH:13][C:14]2[CH:19]=[CH:18][CH:17]=[C:16]([O:20][C:21]3[C:30]4[C:25](=[CH:26][C:27]([O:33][CH2:34][CH:35]5[CH2:40][CH2:39][NH:38][CH2:37][CH2:36]5)=[C:28]([O:31][CH3:32])[CH:29]=4)[N:24]=[CH:23][N:22]=3)[CH:15]=2)=[O:12])[O:7][N:6]=1)([CH3:4])([CH3:3])[CH3:2].C=O.[C:43](O)(=O)C.C(O[BH-](OC(=O)C)OC(=O)C)(=O)C.[Na+].[OH-].[Na+]. The catalyst is C(OCC)(=O)C. The product is [C:1]([C:5]1[CH:9]=[C:8]([NH:10][C:11]([NH:13][C:14]2[CH:19]=[CH:18][CH:17]=[C:16]([O:20][C:21]3[C:30]4[C:25](=[CH:26][C:27]([O:33][CH2:34][CH:35]5[CH2:40][CH2:39][N:38]([CH3:43])[CH2:37][CH2:36]5)=[C:28]([O:31][CH3:32])[CH:29]=4)[N:24]=[CH:23][N:22]=3)[CH:15]=2)=[O:12])[O:7][N:6]=1)([CH3:4])([CH3:2])[CH3:3]. The yield is 0.680. (9) The yield is 0.780. The catalyst is CN(C=O)C. The reactants are CS(O[CH2:6][CH2:7][O:8][C:9]1[CH:14]=[CH:13][CH:12]=[C:11]([Br:15])[CH:10]=1)(=O)=O.[C:16]1(=[O:26])[NH:20][C:19](=[O:21])[C:18]2=[CH:22][CH:23]=[CH:24][CH:25]=[C:17]12.[K]. The product is [Br:15][C:11]1[CH:10]=[C:9]([CH:14]=[CH:13][CH:12]=1)[O:8][CH2:7][CH2:6][N:20]1[C:19](=[O:21])[C:18]2=[CH:22][CH:23]=[CH:24][CH:25]=[C:17]2[C:16]1=[O:26]. (10) The reactants are C1(NC2CCCCC2)CCCCC1.C([Li])CCC.[C:19]([N:26]1[CH2:31][CH2:30][CH:29]([C:32]([O:34][CH2:35][CH3:36])=[O:33])[CH2:28][CH2:27]1)([O:21][C:22]([CH3:25])([CH3:24])[CH3:23])=[O:20].Br[C:38]1[CH:39]=[CH:40][C:41]2[O:50][CH2:49][CH2:48][C:47]3[C:43](=[N:44][N:45]([C:51]4[N:52]([C:56]5[CH:61]=[CH:60][C:59]([F:62])=[CH:58][C:57]=5[F:63])[N:53]=[CH:54][N:55]=4)[CH:46]=3)[C:42]=2[CH:64]=1.F[B-](F)(F)F.C([PH+](C(C)(C)C)C(C)(C)C)(C)(C)C. The catalyst is C1(C)C=CC=CC=1.C1CCCCC1.C(OCC)(=O)C. The product is [CH2:35]([O:34][C:32]([C:29]1([C:38]2[CH:39]=[CH:40][C:41]3[O:50][CH2:49][CH2:48][C:47]4[C:43](=[N:44][N:45]([C:51]5[N:52]([C:56]6[CH:61]=[CH:60][C:59]([F:62])=[CH:58][C:57]=6[F:63])[N:53]=[CH:54][N:55]=5)[CH:46]=4)[C:42]=3[CH:64]=2)[CH2:30][CH2:31][N:26]([C:19]([O:21][C:22]([CH3:25])([CH3:24])[CH3:23])=[O:20])[CH2:27][CH2:28]1)=[O:33])[CH3:36]. The yield is 0.290.